The task is: Predict the product of the given reaction.. This data is from Forward reaction prediction with 1.9M reactions from USPTO patents (1976-2016). (1) The product is: [Br:1][C:2]1[C:7]([C:8]#[N:10])=[CH:6][C:5]([C:11]([F:13])([F:12])[F:14])=[N:4][CH:3]=1. Given the reactants [Br:1][C:2]1[C:7]([C:8]([NH2:10])=O)=[CH:6][C:5]([C:11]([F:14])([F:13])[F:12])=[N:4][CH:3]=1.[OH-].[Na+], predict the reaction product. (2) The product is: [NH2:1][C@@H:2]([C:5]1[CH:6]=[C:7]([C:11]2[CH:16]=[C:15]([NH:17][CH2:18][CH2:19][O:20][CH3:21])[CH:14]=[C:13]([CH2:22][O:23][C:24]3[CH:29]=[CH:28][CH:27]=[CH:26][C:25]=3[CH2:30][C:31]([OH:33])=[O:32])[CH:12]=2)[CH:8]=[CH:9][CH:10]=1)[CH2:3][OH:4]. Given the reactants [NH2:1][C@@H:2]([C:5]1[CH:6]=[C:7]([C:11]2[CH:16]=[C:15]([NH:17][CH2:18][CH2:19][O:20][CH3:21])[CH:14]=[C:13]([CH2:22][O:23][C:24]3[CH:29]=[CH:28][CH:27]=[CH:26][C:25]=3[CH2:30][C:31]([O:33]C)=[O:32])[CH:12]=2)[CH:8]=[CH:9][CH:10]=1)[CH2:3][OH:4].[Li+].[OH-], predict the reaction product.